Dataset: Reaction yield outcomes from USPTO patents with 853,638 reactions. Task: Predict the reaction yield, written as a fraction of the theoretical maximum amount of product (1.0 means a 100% yield; for example, 0.34 means a 34% yield). The reactants are [N:1]1[CH:6]=[CH:5][N:4]=[CH:3][C:2]=1[NH2:7].Br[CH2:9][C:10](=O)[C:11]([F:14])([F:13])[F:12]. The catalyst is C(O)C. The product is [F:12][C:11]([F:14])([F:13])[C:10]1[N:7]=[C:2]2[CH:3]=[N:4][CH:5]=[CH:6][N:1]2[CH:9]=1. The yield is 0.228.